Dataset: Catalyst prediction with 721,799 reactions and 888 catalyst types from USPTO. Task: Predict which catalyst facilitates the given reaction. (1) Reactant: CN(C(ON1N=NC2C=CC=NC1=2)=[N+](C)C)C.F[P-](F)(F)(F)(F)F.[CH3:25][O:26][CH2:27][C@@H:28]([O:30][C:31]1[CH:32]=[C:33]([CH:37]=[C:38]([O:40][C:41]2[CH:46]=[CH:45][C:44]([S:47]([CH3:50])(=[O:49])=[O:48])=[CH:43][CH:42]=2)[CH:39]=1)[C:34](O)=[O:35])[CH3:29].CCN(C(C)C)C(C)C.[NH2:60][C:61]1[CH:65]=[CH:64][N:63]([C:66]([O:68][C:69]([CH3:72])([CH3:71])[CH3:70])=[O:67])[N:62]=1. Product: [CH3:25][O:26][CH2:27][C@H:28]([CH3:29])[O:30][C:31]1[CH:32]=[C:33]([CH:37]=[C:38]([O:40][C:41]2[CH:46]=[CH:45][C:44]([S:47]([CH3:50])(=[O:49])=[O:48])=[CH:43][CH:42]=2)[CH:39]=1)[C:34]([NH:60][C:61]1[CH:65]=[CH:64][N:63]([C:66]([O:68][C:69]([CH3:72])([CH3:71])[CH3:70])=[O:67])[N:62]=1)=[O:35]. The catalyst class is: 3. (2) Reactant: F[C:2]1[CH:7]=[C:6]([F:8])[CH:5]=[CH:4][C:3]=1[N+:9]([O-:11])=[O:10].[NH:12]1[CH:16]=[CH:15][N:14]=[CH:13]1.C(=O)([O-])[O-].[K+].[K+]. Product: [N:12]1([C:2]2[CH:7]=[C:6]([F:8])[CH:5]=[CH:4][C:3]=2[N+:9]([O-:11])=[O:10])[CH:16]=[CH:15][N:14]=[CH:13]1. The catalyst class is: 6. (3) Reactant: B.C1COCC1.[Br:7][C:8]1[CH:9]=[CH:10][C:11]([F:17])=[C:12]([CH:16]=1)[C:13](O)=[O:14]. Product: [Br:7][C:8]1[CH:9]=[CH:10][C:11]([F:17])=[C:12]([CH2:13][OH:14])[CH:16]=1. The catalyst class is: 7.